Dataset: Full USPTO retrosynthesis dataset with 1.9M reactions from patents (1976-2016). Task: Predict the reactants needed to synthesize the given product. (1) The reactants are: [C:1](O)(=O)[CH2:2][C:3]([OH:5])=[O:4].[CH3:8][CH:9]([CH2:12][CH2:13][CH3:14])C=O.N1CCCCC1.Cl. Given the product [CH3:8][CH:9]([CH2:12][CH2:13][CH3:14])/[CH:1]=[CH:2]/[C:3]([OH:5])=[O:4], predict the reactants needed to synthesize it. (2) Given the product [OH:1][C:2]1[CH:3]=[C:4]([CH:8]=[CH:9][CH:10]=1)[C:5]([NH:12][CH3:11])=[O:6], predict the reactants needed to synthesize it. The reactants are: [OH:1][C:2]1[CH:3]=[C:4]([CH:8]=[CH:9][CH:10]=1)[C:5](O)=[O:6].[CH3:11][NH2:12]. (3) Given the product [NH2:23][C:20]1[N:21]=[CH:22][C:17]([C:3]2[CH:4]=[CH:5][C:6]([C:25]3[CH:30]=[CH:29][CH:28]=[CH:27][C:26]=3[S:31]([CH2:34][C:35]([N:37]([CH2:40][CH3:41])[CH2:38][CH3:39])=[O:36])(=[O:33])=[O:32])=[CH:7][C:2]=2[F:1])=[CH:18][N:19]=1, predict the reactants needed to synthesize it. The reactants are: [F:1][C:2]1[CH:7]=[C:6](B2OC(C)(C)C(C)(C)O2)[CH:5]=[CH:4][C:3]=1[C:17]1[CH:18]=[N:19][C:20]([NH2:23])=[N:21][CH:22]=1.Br[C:25]1[CH:30]=[CH:29][CH:28]=[CH:27][C:26]=1[S:31]([CH2:34][C:35]([N:37]([CH2:40][CH3:41])[CH2:38][CH3:39])=[O:36])(=[O:33])=[O:32]. (4) Given the product [C:1]([C:5]1[CH:10]=[CH:9][C:8]([CH:11]([C:40]2[CH:41]=[CH:42][C:43]([C:46]3[N:50]=[C:49]([C@@H:51]4[CH2:55][CH2:54][CH2:53][N:52]4[C:56](=[O:66])[C@@H:57]([NH:61][C:62]([O:64][CH3:65])=[O:63])[CH:58]([CH3:59])[CH3:60])[NH:48][CH:47]=3)=[CH:44][CH:45]=2)[CH2:12][C:13]2[CH:18]=[CH:17][C:16]([C:19]3[NH:23][C:22]([C@@H:24]4[CH2:28][CH2:27][CH2:26][N:25]4[C:29](=[O:39])[C@@H:30]([NH:34][C:35](=[O:38])[O:36][CH3:37])[CH:31]([CH3:33])[CH3:32])=[N:21][CH:20]=3)=[CH:15][CH:14]=2)=[CH:7][CH:6]=1)([CH3:2])([CH3:3])[CH3:4], predict the reactants needed to synthesize it. The reactants are: [C:1]([C:5]1[CH:10]=[CH:9][C:8](/[C:11](/[C:40]2[CH:45]=[CH:44][C:43]([C:46]3[NH:50][C:49]([C@@H:51]4[CH2:55][CH2:54][CH2:53][N:52]4[C:56](=[O:66])[C@@H:57]([NH:61][C:62]([O:64][CH3:65])=[O:63])[CH:58]([CH3:60])[CH3:59])=[N:48][CH:47]=3)=[CH:42][CH:41]=2)=[CH:12]\[C:13]2[CH:18]=[CH:17][C:16]([C:19]3[NH:23][C:22]([C@@H:24]4[CH2:28][CH2:27][CH2:26][N:25]4[C:29](=[O:39])[C@@H:30]([NH:34][C:35](=[O:38])[O:36][CH3:37])[CH:31]([CH3:33])[CH3:32])=[N:21][CH:20]=3)=[CH:15][CH:14]=2)=[CH:7][CH:6]=1)([CH3:4])([CH3:3])[CH3:2].C(O)(=O)C.